From a dataset of Catalyst prediction with 721,799 reactions and 888 catalyst types from USPTO. Predict which catalyst facilitates the given reaction. (1) Reactant: [N:1]([C:4]1[N:9]=[C:8]([O:10][CH2:11][C:12]([F:15])([F:14])[F:13])[CH:7]=[C:6]([O:16][CH2:17][C:18]([F:21])([F:20])[F:19])[N:5]=1)=[C:2]=[O:3].[CH3:22][NH:23][C:24]1[CH:29]=[CH:28][C:27]([O:30][C:31]([F:34])([F:33])[F:32])=[CH:26][CH:25]=1. Product: [F:15][C:12]([F:13])([F:14])[CH2:11][O:10][C:8]1[CH:7]=[C:6]([O:16][CH2:17][C:18]([F:21])([F:20])[F:19])[N:5]=[C:4]([NH:1][C:2](=[O:3])[N:23]([CH3:22])[C:24]2[CH:29]=[CH:28][C:27]([O:30][C:31]([F:32])([F:33])[F:34])=[CH:26][CH:25]=2)[N:9]=1. The catalyst class is: 2. (2) Reactant: [C:1]([OH:7])(=[O:6])[CH2:2][C:3]([OH:5])=O.[CH2:8]([K])[CH3:9].CCN(CC)CC.[Mg+2].[Cl-].[Cl-].[C:21]1(C(Cl)=O)[C:30]2[C:25](=[CH:26][CH:27]=[CH:28][CH:29]=2)[CH:24]=[CH:23][CH:22]=1. Product: [CH2:8]([O:7][C:1](=[O:6])[CH2:2][C:3]([C:29]1[C:30]2[C:25](=[CH:24][CH:23]=[CH:22][CH:21]=2)[CH:26]=[CH:27][CH:28]=1)=[O:5])[CH3:9]. The catalyst class is: 10. (3) Reactant: [Cl:1][C:2]1[C:3]([O:12][C:13]2[CH:18]=[C:17]([O:19][CH2:20][CH:21]([OH:27])[CH2:22][O:23][CH:24]([CH3:26])[CH3:25])[CH:16]=[CH:15][C:14]=2/[CH:28]=[CH:29]/[C:30]([O:32]CC)=[O:31])=[N:4][CH:5]=[C:6]([C:8]([F:11])([F:10])[F:9])[CH:7]=1.O1CCCC1.[OH-].[Na+].Cl. Product: [Cl:1][C:2]1[C:3]([O:12][C:13]2[CH:18]=[C:17]([O:19][CH2:20][CH:21]([OH:27])[CH2:22][O:23][CH:24]([CH3:25])[CH3:26])[CH:16]=[CH:15][C:14]=2/[CH:28]=[CH:29]/[C:30]([OH:32])=[O:31])=[N:4][CH:5]=[C:6]([C:8]([F:9])([F:11])[F:10])[CH:7]=1. The catalyst class is: 97. (4) Reactant: [CH:1]1([N:6]2[CH2:11][CH2:10][N:9]([C:12]([C:14]3[CH:15]=[C:16]4[C:20](=[CH:21][CH:22]=3)[NH:19][C:18]([C:23]([OH:25])=O)=[CH:17]4)=[O:13])[CH2:8][CH2:7]2)[CH2:5][CH2:4][CH2:3][CH2:2]1.Cl.F[B-](F)(F)F.N1(OC(N(C)C)=[N+](C)C)C2C=CC=CC=2N=N1.[NH:49]1[CH2:54][CH2:53][O:52][CH2:51][CH2:50]1.C(N(CC)C(C)C)(C)C. Product: [CH:1]1([N:6]2[CH2:7][CH2:8][N:9]([C:12]([C:14]3[CH:15]=[C:16]4[C:20](=[CH:21][CH:22]=3)[NH:19][C:18]([C:23]([N:49]3[CH2:54][CH2:53][O:52][CH2:51][CH2:50]3)=[O:25])=[CH:17]4)=[O:13])[CH2:10][CH2:11]2)[CH2:2][CH2:3][CH2:4][CH2:5]1. The catalyst class is: 9. (5) Reactant: [Cl:1][C:2]1[CH:3]=[N:4][C:5]([N:11]2[CH2:14][CH:13]([NH:15][C:16]3[CH:21]=[CH:20][C:19]([F:22])=[CH:18][C:17]=3[F:23])[CH2:12]2)=[C:6]([CH:10]=1)[C:7](O)=[O:8].O.ON1C2C=CC=CC=2N=N1.Cl.C(N=C=NCCCN(C)C)C.Cl.[NH2:48][C:49]1([C:52]2[CH:61]=[CH:60][C:55]([C:56]([O:58][CH3:59])=[O:57])=[CH:54][CH:53]=2)[CH2:51][CH2:50]1.C(N(CC)CC)C. Product: [Cl:1][C:2]1[CH:3]=[N:4][C:5]([N:11]2[CH2:12][CH:13]([NH:15][C:16]3[CH:21]=[CH:20][C:19]([F:22])=[CH:18][C:17]=3[F:23])[CH2:14]2)=[C:6]([CH:10]=1)[C:7]([NH:48][C:49]1([C:52]2[CH:61]=[CH:60][C:55]([C:56]([O:58][CH3:59])=[O:57])=[CH:54][CH:53]=2)[CH2:51][CH2:50]1)=[O:8]. The catalyst class is: 9.